Dataset: Forward reaction prediction with 1.9M reactions from USPTO patents (1976-2016). Task: Predict the product of the given reaction. (1) Given the reactants Cl.[C:2]1([CH2:8][CH2:9][CH2:10][CH2:11][C:12]([OH:14])=O)[CH:7]=[CH:6][CH:5]=[CH:4][CH:3]=1.[NH2:15][C@@H:16]([CH2:34][O:35][CH2:36][C:37]1[CH:42]=[CH:41][CH:40]=[CH:39][CH:38]=1)[C:17]([NH:19][C:20]1[CH:25]=[CH:24][C:23]([O:26][C:27]2[CH:32]=[CH:31][C:30]([F:33])=[CH:29][CH:28]=2)=[CH:22][CH:21]=1)=[O:18], predict the reaction product. The product is: [CH2:36]([O:35][CH2:34][C@H:16]([NH:15][C:12](=[O:14])[CH2:11][CH2:10][CH2:9][CH2:8][C:2]1[CH:3]=[CH:4][CH:5]=[CH:6][CH:7]=1)[C:17]([NH:19][C:20]1[CH:25]=[CH:24][C:23]([O:26][C:27]2[CH:32]=[CH:31][C:30]([F:33])=[CH:29][CH:28]=2)=[CH:22][CH:21]=1)=[O:18])[C:37]1[CH:42]=[CH:41][CH:40]=[CH:39][CH:38]=1. (2) Given the reactants [OH:1][C:2]1[CH:7]=[CH:6][C:5]([CH2:8][CH2:9][C:10]2[CH:24]=[CH:23][C:13]3[CH:14]=[C:15]([CH:17]([NH:19][C:20](=[O:22])[CH3:21])[CH3:18])[O:16][C:12]=3[CH:11]=2)=[CH:4][CH:3]=1.F[C:26]1[CH:31]=[CH:30][CH:29]=[CH:28][N:27]=1.C(=O)([O-])[O-].[K+].[K+], predict the reaction product. The product is: [N:27]1[CH:28]=[CH:29][CH:30]=[CH:31][C:26]=1[O:1][C:2]1[CH:3]=[CH:4][C:5]([CH2:8][CH2:9][C:10]2[CH:24]=[CH:23][C:13]3[CH:14]=[C:15]([CH:17]([NH:19][C:20](=[O:22])[CH3:21])[CH3:18])[O:16][C:12]=3[CH:11]=2)=[CH:6][CH:7]=1. (3) Given the reactants [C:1]([NH:4][C:5]([CH2:16][C:17]([C:19]1[CH:24]=[CH:23][C:22]([S:25][C:26]2[CH:31]=[CH:30][C:29]([C:32](=O)[CH2:33][O:34][C:35](=O)[CH2:36][CH2:37][CH3:38])=[CH:28][CH:27]=2)=[CH:21][CH:20]=1)=[O:18])([C:11]([O:13][CH2:14][CH3:15])=[O:12])[C:6]([O:8][CH2:9][CH3:10])=[O:7])(=[O:3])[CH3:2].C([NH2:44])(=O)C.B(F)(F)F.CCOCC, predict the reaction product. The product is: [C:1]([NH:4][C:5]([CH2:16][C:17](=[O:18])[C:19]1[CH:20]=[CH:21][C:22]([S:25][C:26]2[CH:27]=[CH:28][C:29]([C:32]3[N:44]=[C:35]([CH2:36][CH2:37][CH3:38])[O:34][CH:33]=3)=[CH:30][CH:31]=2)=[CH:23][CH:24]=1)([C:11]([O:13][CH2:14][CH3:15])=[O:12])[C:6]([O:8][CH2:9][CH3:10])=[O:7])(=[O:3])[CH3:2]. (4) Given the reactants [CH:1]1([C:6]2[CH:7]=[C:8]([NH2:18])[CH:9]=[N:10][C:11]=2[O:12][CH2:13][C:14]([F:17])([F:16])[F:15])[CH2:5][CH2:4][CH2:3][CH2:2]1.[CH3:19][O:20][C:21]1[CH:22]=[N:23][CH:24]=[C:25]([CH:29]=1)[C:26](O)=[O:27], predict the reaction product. The product is: [CH:1]1([C:6]2[CH:7]=[C:8]([NH:18][C:26](=[O:27])[C:25]3[CH:29]=[C:21]([O:20][CH3:19])[CH:22]=[N:23][CH:24]=3)[CH:9]=[N:10][C:11]=2[O:12][CH2:13][C:14]([F:15])([F:16])[F:17])[CH2:2][CH2:3][CH2:4][CH2:5]1. (5) Given the reactants Br[C:2]1[C:10]2[C:5](=[C:6]3[C:13]([C:14]#[N:15])=[CH:12][N:11]([CH2:16][O:17][CH2:18][CH2:19][Si:20]([CH3:23])([CH3:22])[CH3:21])[C:7]3=[N:8][CH:9]=2)[N:4]([C@@H:24]2[C@H:29]([CH3:30])[CH2:28][CH2:27][N:26]([C:31]([O:33][C:34]([CH3:37])([CH3:36])[CH3:35])=[O:32])[CH2:25]2)[CH:3]=1.[N:38]1[CH:43]=[CH:42][C:41](B(O)O)=[CH:40][CH:39]=1.O1CCOCC1.C(=O)([O-])[O-].[Na+].[Na+], predict the reaction product. The product is: [C:14]([C:13]1[C:6]2[C:7](=[N:8][CH:9]=[C:10]3[C:2]([C:41]4[CH:42]=[CH:43][N:38]=[CH:39][CH:40]=4)=[CH:3][N:4]([C@@H:24]4[C@H:29]([CH3:30])[CH2:28][CH2:27][N:26]([C:31]([O:33][C:34]([CH3:37])([CH3:35])[CH3:36])=[O:32])[CH2:25]4)[C:5]3=2)[N:11]([CH2:16][O:17][CH2:18][CH2:19][Si:20]([CH3:21])([CH3:23])[CH3:22])[CH:12]=1)#[N:15]. (6) Given the reactants [Cl:1][C:2]1[CH:3]=[C:4]([C:9]2([C:13]([OH:22])([CH3:21])[CH2:14][N:15]3[CH2:20][CH2:19][CH2:18][CH2:17][CH2:16]3)[CH2:12][CH2:11][CH2:10]2)[CH:5]=[CH:6][C:7]=1[Cl:8].Cl, predict the reaction product. The product is: [Cl-:1].[Cl:1][C:2]1[CH:3]=[C:4]([C:9]2([C:13]([OH:22])([CH3:21])[CH2:14][NH+:15]3[CH2:16][CH2:17][CH2:18][CH2:19][CH2:20]3)[CH2:10][CH2:11][CH2:12]2)[CH:5]=[CH:6][C:7]=1[Cl:8]. (7) Given the reactants [N:1]1([CH2:7][CH2:8][CH2:9][C:10]([C:12]2[CH:17]=[CH:16][CH:15]=[C:14]([O:18][CH2:19][C:20]3[CH:25]=[CH:24][CH:23]=[CH:22][CH:21]=3)[CH:13]=2)=[O:11])[CH2:6][CH2:5][O:4][CH2:3][CH2:2]1.[H-].[Na+].[CH3:28]I, predict the reaction product. The product is: [CH3:28][CH:9]([CH2:8][CH2:7][N:1]1[CH2:2][CH2:3][O:4][CH2:5][CH2:6]1)[C:10]([C:12]1[CH:17]=[CH:16][CH:15]=[C:14]([O:18][CH2:19][C:20]2[CH:21]=[CH:22][CH:23]=[CH:24][CH:25]=2)[CH:13]=1)=[O:11]. (8) Given the reactants [CH:1]1([CH2:4][O:5][CH:6]2[CH2:11][CH2:10][NH:9][CH2:8][CH2:7]2)[CH2:3][CH2:2]1.Cl[CH2:13][CH2:14][CH2:15][N:16]1[C:21]2[C:22]([F:27])=[CH:23][CH:24]=[C:25]([F:26])[C:20]=2[O:19][CH2:18][C:17]1=[O:28].C([O-])([O-])=O.[K+].[K+], predict the reaction product. The product is: [CH:1]1([CH2:4][O:5][CH:6]2[CH2:11][CH2:10][N:9]([CH2:13][CH2:14][CH2:15][N:16]3[C:21]4[C:22]([F:27])=[CH:23][CH:24]=[C:25]([F:26])[C:20]=4[O:19][CH2:18][C:17]3=[O:28])[CH2:8][CH2:7]2)[CH2:2][CH2:3]1. (9) Given the reactants [CH:1]([C:3]1[CH:8]=[CH:7][CH:6]=[CH:5][C:4]=1[C:9]1[C:10](=[O:27])[N:11]([C:21]2[CH:26]=[CH:25][CH:24]=[CH:23][CH:22]=2)[CH:12]=[C:13]([C:15]2[CH:20]=[CH:19][CH:18]=[CH:17][N:16]=2)[CH:14]=1)=[O:2].S([CH2:38][N+:39]#[C-:40])(C1C=CC(C)=CC=1)(=O)=O.C(=O)([O-])[O-].[K+].[K+].O, predict the reaction product. The product is: [O:2]1[C:1]([C:3]2[CH:8]=[CH:7][CH:6]=[CH:5][C:4]=2[C:9]2[C:10](=[O:27])[N:11]([C:21]3[CH:26]=[CH:25][CH:24]=[CH:23][CH:22]=3)[CH:12]=[C:13]([C:15]3[CH:20]=[CH:19][CH:18]=[CH:17][N:16]=3)[CH:14]=2)=[CH:40][N:39]=[CH:38]1.